From a dataset of Peptide-MHC class I binding affinity with 185,985 pairs from IEDB/IMGT. Regression. Given a peptide amino acid sequence and an MHC pseudo amino acid sequence, predict their binding affinity value. This is MHC class I binding data. (1) The MHC is HLA-A31:01 with pseudo-sequence HLA-A31:01. The peptide sequence is VHFRNQVKI. The binding affinity (normalized) is 0.0847. (2) The peptide sequence is QIVAYFSEF. The MHC is HLA-A32:01 with pseudo-sequence HLA-A32:01. The binding affinity (normalized) is 0.607. (3) The peptide sequence is YRYLCLIQK. The MHC is Mamu-B03 with pseudo-sequence Mamu-B03. The binding affinity (normalized) is 0.407. (4) The peptide sequence is FHVNPAFVL. The MHC is HLA-A11:01 with pseudo-sequence HLA-A11:01. The binding affinity (normalized) is 0.0847. (5) The peptide sequence is HPALVFDITK. The MHC is HLA-B44:03 with pseudo-sequence HLA-B44:03. The binding affinity (normalized) is 0. (6) The peptide sequence is LMTLDDLAIK. The MHC is HLA-A11:01 with pseudo-sequence HLA-A11:01. The binding affinity (normalized) is 0.430. (7) The peptide sequence is NWSPTAALVVA. The MHC is Patr-A0901 with pseudo-sequence Patr-A0901. The binding affinity (normalized) is 0.0492. (8) The peptide sequence is RQEKWMTGR. The MHC is HLA-B27:05 with pseudo-sequence HLA-B27:05. The binding affinity (normalized) is 0.277. (9) The peptide sequence is REIGDISYL. The MHC is HLA-B57:01 with pseudo-sequence HLA-B57:01. The binding affinity (normalized) is 0.0847.